This data is from hERG potassium channel inhibition data for cardiac toxicity prediction from Karim et al.. The task is: Regression/Classification. Given a drug SMILES string, predict its toxicity properties. Task type varies by dataset: regression for continuous values (e.g., LD50, hERG inhibition percentage) or binary classification for toxic/non-toxic outcomes (e.g., AMES mutagenicity, cardiotoxicity, hepatotoxicity). Dataset: herg_karim. (1) The compound is CN[C@H]1Cc2ccccc2[C@H](c2ccc(Cl)c(Cl)c2)C1. The result is 1 (blocker). (2) The drug is N#Cc1ccc(S(=O)(=O)NCCN2CC3CN(Cc4nc5ccccc5o4)CC(C2)O3)cc1. The result is 0 (non-blocker). (3) The compound is O=C(O)c1ccc2cc(-c3ccc(O)c(C45CC6CC(CC(C6)C4)C5)c3)ccc2c1. The result is 0 (non-blocker). (4) The drug is COc1ccc2nccc([C@@H]3CN(C4CCN(Cc5ccc(C)c(C)c5)CC4)C(=O)O3)c2c1. The result is 1 (blocker). (5) The compound is COc1cc(N2CCN(C(C)=O)CC2)ccc1Nc1ncc(Cl)c(-c2cnn3ccccc23)n1. The result is 0 (non-blocker).